From a dataset of Forward reaction prediction with 1.9M reactions from USPTO patents (1976-2016). Predict the product of the given reaction. Given the reactants [CH3:1][C:2]1[N:7]=[C:6]2[S:8][C:9]3[CH2:14][CH2:13][CH2:12][CH2:11][C:10]=3[C:5]2=[C:4]([C:15]2[CH:23]=[CH:22][C:18]3[O:19][CH2:20][O:21][C:17]=3[CH:16]=2)[C:3]=1[CH2:24][C:25]([O:27][CH3:28])=[O:26].[Li+].C[Si]([N-][Si](C)(C)C)(C)C.[CH2:39]1[CH2:43]OC[CH2:40]1.ICCC, predict the reaction product. The product is: [CH3:1][C:2]1[N:7]=[C:6]2[S:8][C:9]3[CH2:14][CH2:13][CH2:12][CH2:11][C:10]=3[C:5]2=[C:4]([C:15]2[CH:23]=[CH:22][C:18]3[O:19][CH2:20][O:21][C:17]=3[CH:16]=2)[C:3]=1[CH:24]([CH2:40][CH2:39][CH3:43])[C:25]([O:27][CH3:28])=[O:26].